This data is from Full USPTO retrosynthesis dataset with 1.9M reactions from patents (1976-2016). The task is: Predict the reactants needed to synthesize the given product. (1) The reactants are: COC(C1SC([N:22]=[N+:23]=[N-:24])=C(C#N)C=1C1C=CC=CC=1C(C)(C)C)=O.[CH2:25]([O:27][C:28]([C:30]1[S:31][C:32](S(C)(=O)=O)=[C:33]([C:42]#[N:43])[C:34]=1[C:35]1[CH:40]=[CH:39][C:38]([I:41])=[CH:37][CH:36]=1)=[O:29])[CH3:26]. Given the product [CH2:25]([O:27][C:28]([C:30]1[S:31][C:32]([N:22]=[N+:23]=[N-:24])=[C:33]([C:42]#[N:43])[C:34]=1[C:35]1[CH:40]=[CH:39][C:38]([I:41])=[CH:37][CH:36]=1)=[O:29])[CH3:26], predict the reactants needed to synthesize it. (2) The reactants are: [CH2:1]([C:8]1[CH:9]=[N:10][C:11]2[C:16]([C:17]=1[C:18]1[CH:19]=[C:20]([NH2:24])[CH:21]=[CH:22][CH:23]=1)=[CH:15][CH:14]=[CH:13][C:12]=2[C:25]([F:28])([F:27])[F:26])[C:2]1[CH:7]=[CH:6][CH:5]=[CH:4][CH:3]=1.[Cl:29][C:30]1[C:39]([CH:40]=O)=[CH:38][C:37]2[C:32](=[CH:33][CH:34]=[CH:35][CH:36]=2)[N:31]=1. Given the product [CH2:1]([C:8]1[CH:9]=[N:10][C:11]2[C:16]([C:17]=1[C:18]1[CH:19]=[C:20]([NH:24][CH2:40][C:39]3[C:30]([Cl:29])=[N:31][C:32]4[C:37]([CH:38]=3)=[CH:36][CH:35]=[CH:34][CH:33]=4)[CH:21]=[CH:22][CH:23]=1)=[CH:15][CH:14]=[CH:13][C:12]=2[C:25]([F:28])([F:26])[F:27])[C:2]1[CH:3]=[CH:4][CH:5]=[CH:6][CH:7]=1, predict the reactants needed to synthesize it. (3) Given the product [C:64]([O:68][C:69](=[O:74])[NH:70][CH2:71][CH2:72][NH:73][C:26](=[O:27])[CH2:25][CH2:24][N:23]([C:21]([C:19]1[CH:18]=[CH:17][C:14]2[N:15]([CH3:16])[C:11]([CH2:10][NH:9][C:6]3[CH:5]=[CH:4][C:3]([C:1]#[N:2])=[CH:8][CH:7]=3)=[N:12][C:13]=2[CH:20]=1)=[O:22])[C:29]1[CH:34]=[CH:33][CH:32]=[CH:31][N:30]=1)([CH3:67])([CH3:65])[CH3:66], predict the reactants needed to synthesize it. The reactants are: [C:1]([C:3]1[CH:8]=[CH:7][C:6]([NH:9][CH2:10][C:11]2[N:15]([CH3:16])[C:14]3[CH:17]=[CH:18][C:19]([C:21]([N:23]([C:29]4[CH:34]=[CH:33][CH:32]=[CH:31][N:30]=4)[CH2:24][CH2:25][C:26](O)=[O:27])=[O:22])=[CH:20][C:13]=3[N:12]=2)=[CH:5][CH:4]=1)#[N:2].F[B-](F)(F)F.N1(OC(N(C)C)=[N+](C)C)C2C=CC=CC=2N=N1.CN1CCOCC1.[C:64]([O:68][C:69](=[O:74])[NH:70][CH2:71][CH2:72][NH2:73])([CH3:67])([CH3:66])[CH3:65]. (4) Given the product [F:12][C:7]1[CH:6]=[C:5]([C:3](=[O:4])[CH2:2][N:23]2[CH2:22][CH2:21][C:20]([C:16]3[CH:17]=[CH:18][CH:19]=[C:14]([F:13])[CH:15]=3)([OH:26])[CH2:25][CH2:24]2)[CH:10]=[CH:9][C:8]=1[OH:11], predict the reactants needed to synthesize it. The reactants are: Cl[CH2:2][C:3]([C:5]1[CH:10]=[CH:9][C:8]([OH:11])=[C:7]([F:12])[CH:6]=1)=[O:4].[F:13][C:14]1[CH:15]=[C:16]([C:20]2([OH:26])[CH2:25][CH2:24][NH:23][CH2:22][CH2:21]2)[CH:17]=[CH:18][CH:19]=1. (5) Given the product [CH2:1]([N:3]([CH2:19][CH3:20])[CH2:4][CH2:5][N:6]1[CH2:11][CH2:10][C:9]2[NH:12][C:13]([CH:16]=[C:25]3[C:24]4[C:28](=[C:29]([NH:31][CH:32]=[O:33])[CH:30]=[C:22]([F:21])[CH:23]=4)[NH:27][C:26]3=[O:34])=[C:14]([CH3:15])[C:8]=2[C:7]1=[O:18])[CH3:2], predict the reactants needed to synthesize it. The reactants are: [CH2:1]([N:3]([CH2:19][CH3:20])[CH2:4][CH2:5][N:6]1[CH2:11][CH2:10][C:9]2[NH:12][C:13]([CH:16]=O)=[C:14]([CH3:15])[C:8]=2[C:7]1=[O:18])[CH3:2].[F:21][C:22]1[CH:23]=[C:24]2[C:28](=[C:29]([NH:31][CH:32]=[O:33])[CH:30]=1)[NH:27][C:26](=[O:34])[CH2:25]2. (6) Given the product [Cl:1][C:2]1[CH:3]=[C:4]([C:8]([OH:29])([C:23]2[CH:24]=[N:25][CH:26]=[CH:27][CH:28]=2)[C:9]([N:11]2[CH2:22][CH2:21][CH2:20][C@H:12]2[C:13]([OH:15])=[O:14])=[O:10])[CH:5]=[CH:6][CH:7]=1, predict the reactants needed to synthesize it. The reactants are: [Cl:1][C:2]1[CH:3]=[C:4]([C:8]([OH:29])([C:23]2[CH:24]=[N:25][CH:26]=[CH:27][CH:28]=2)[C:9]([N:11]2[CH2:22][CH2:21][CH2:20][C@H:12]2[C:13]([O:15]C(C)(C)C)=[O:14])=[O:10])[CH:5]=[CH:6][CH:7]=1.Cl.